From a dataset of Full USPTO retrosynthesis dataset with 1.9M reactions from patents (1976-2016). Predict the reactants needed to synthesize the given product. (1) Given the product [Br:35][C:2]1[CH:3]=[C:4]([CH:10]=[CH:11][C:12]=1[CH2:13][CH2:14][NH:15][C:16]([C:18]1[CH:23]=[CH:22][C:21]([C:24]2[CH:29]=[CH:28][C:27]([Cl:30])=[CH:26][CH:25]=2)=[CH:20][CH:19]=1)=[O:17])[C:5]([O:7][CH2:8][CH3:9])=[O:6], predict the reactants needed to synthesize it. The reactants are: N[C:2]1[CH:3]=[C:4]([CH:10]=[CH:11][C:12]=1[CH2:13][CH2:14][NH:15][C:16]([C:18]1[CH:23]=[CH:22][C:21]([C:24]2[CH:29]=[CH:28][C:27]([Cl:30])=[CH:26][CH:25]=2)=[CH:20][CH:19]=1)=[O:17])[C:5]([O:7][CH2:8][CH3:9])=[O:6].N([O-])=O.[Na+].[BrH:35]. (2) The reactants are: Cl[CH2:2][C:3]1[S:7][C:6]([NH:8][C:9](=[O:11])[CH3:10])=[N:5][CH:4]=1.Cl.[Cl:13][C:14]1[CH:19]=[CH:18][C:17](N2CCCCC2)=[CH:16][CH:15]=1.CC[N:28]([CH:32]([CH3:34])C)[CH:29]([CH3:31])C.[C:35](#N)[CH3:36]. Given the product [Cl:13][C:14]1[CH:15]=[CH:16][C:17]([CH2:35][CH:36]2[CH2:31][CH2:29][N:28]([CH2:2][C:3]3[S:7][C:6]([NH:8][C:9](=[O:11])[CH3:10])=[N:5][CH:4]=3)[CH2:32][CH2:34]2)=[CH:18][CH:19]=1, predict the reactants needed to synthesize it. (3) The reactants are: C([O:8][C:9]1[CH:14]=[C:13]([O:15]CC2C=CC=CC=2)[C:12]([C:23]2[CH:28]=[CH:27][CH:26]=[C:25]([C:29]([F:32])([F:31])[F:30])[CH:24]=2)=[CH:11][C:10]=1[C:33]1[N:37]([CH2:38][CH2:39][CH2:40][O:41][CH3:42])[N:36]=[N:35][N:34]=1)C1C=CC=CC=1.[H][H]. Given the product [CH3:42][O:41][CH2:40][CH2:39][CH2:38][N:37]1[C:33]([C:10]2[CH:11]=[C:12]([C:23]3[CH:28]=[CH:27][CH:26]=[C:25]([C:29]([F:32])([F:31])[F:30])[CH:24]=3)[C:13]([OH:15])=[CH:14][C:9]=2[OH:8])=[N:34][N:35]=[N:36]1, predict the reactants needed to synthesize it. (4) Given the product [CH2:1]([N:8]1[CH2:18][CH2:17][C:11]2[N:12]=[CH:13][N:14]=[C:15]([O:27][CH3:26])[C:10]=2[CH2:9]1)[C:2]1[CH:7]=[CH:6][CH:5]=[CH:4][CH:3]=1, predict the reactants needed to synthesize it. The reactants are: [CH2:1]([N:8]1[CH2:18][CH2:17][C:11]2[N:12]=[CH:13][N:14]=[C:15](Cl)[C:10]=2[CH2:9]1)[C:2]1[CH:7]=[CH:6][CH:5]=[CH:4][CH:3]=1.ClC1N=CC=CN=1.[CH3:26][O-:27].[Na+]. (5) Given the product [Br:1][C:2]1[C:11]2[O:10][CH:9]([CH:12]([CH3:14])[CH3:13])[C:8](=[O:15])[N:7]([CH2:16][C:17]([NH:34][CH3:33])=[O:18])[C:6]=2[CH:5]=[C:4]([O:20][CH3:21])[CH:3]=1, predict the reactants needed to synthesize it. The reactants are: [Br:1][C:2]1[C:11]2[O:10][CH:9]([CH:12]([CH3:14])[CH3:13])[C:8](=[O:15])[N:7]([CH2:16][C:17](O)=[O:18])[C:6]=2[CH:5]=[C:4]([O:20][CH3:21])[CH:3]=1.CN.CO.F[P-](F)(F)(F)(F)F.[CH3:33][N+:34](C)=C(N(C)C)ON1C2N=CC=CC=2N=N1. (6) Given the product [F:9][C:5]1[CH:4]=[C:3]([CH:8]=[CH:7][CH:6]=1)[CH2:2][S:10][CH2:11][CH2:12][OH:13], predict the reactants needed to synthesize it. The reactants are: Br[CH2:2][C:3]1[CH:8]=[CH:7][CH:6]=[C:5]([F:9])[CH:4]=1.[SH:10][CH2:11][CH2:12][OH:13].C([O-])([O-])=O.[K+].[K+]. (7) Given the product [NH2:10][C:5]1[C:6]([C:8]([NH2:9])=[O:15])=[N:7][C:2]([Cl:1])=[CH:3][CH:4]=1, predict the reactants needed to synthesize it. The reactants are: [Cl:1][C:2]1[N:7]=[C:6]([C:8]#[N:9])[C:5]([N+:10]([O-])=O)=[CH:4][CH:3]=1.[NH4+].[OH-].[O-:15]S(S([O-])=O)=O.[Na+].[Na+]. (8) Given the product [CH3:12][N:11]([CH3:13])[C:10]1[CH:14]=[CH:15][CH:16]=[C:17]2[C:9]=1[CH:8]=[CH:7][CH:6]=[C:5]2[S:2]([N:1]([CH2:31][C:29]#[CH:28])[CH2:24][C:25]#[CH:26])(=[O:3])=[O:4], predict the reactants needed to synthesize it. The reactants are: [NH2:1][S:2]([C:5]1[C:17]2[CH:16]=[CH:15][CH:14]=[C:10]([N:11]([CH3:13])[CH3:12])[C:9]=2[CH:8]=[CH:7][CH:6]=1)(=[O:4])=[O:3].C([O-])([O-])=O.[K+].[K+].[CH2:24](Br)[C:25]#[CH:26].[CH3:28][C:29]([CH3:31])=O. (9) Given the product [Br:17][C:11]1[C:12](=[O:14])[NH:13][C:8]([NH:7][C:1]2[CH:2]=[CH:3][CH:4]=[CH:5][CH:6]=2)=[N:9][CH:10]=1, predict the reactants needed to synthesize it. The reactants are: [C:1]1([NH:7][C:8]2[NH:13][C:12](=[O:14])[CH:11]=[CH:10][N:9]=2)[CH:6]=[CH:5][CH:4]=[CH:3][CH:2]=1.CO.[Br:17]Br. (10) Given the product [Br:1][C:2]1[CH:3]=[N:4][C:5]2[C:10]([CH:11]=1)=[N:9][CH:8]=[CH:7][C:6]=2[Cl:21], predict the reactants needed to synthesize it. The reactants are: [Br:1][C:2]1[CH:11]=[C:10]2[C:5]([C:6](=O)[CH:7]=[CH:8][NH:9]2)=[N:4][CH:3]=1.CN(C=O)C.C(Cl)(=O)C([Cl:21])=O.C(=O)(O)[O-].[Na+].